From a dataset of Forward reaction prediction with 1.9M reactions from USPTO patents (1976-2016). Predict the product of the given reaction. (1) Given the reactants CC1(C)CCCC(C)(C)[NH:3]1.C([Li])CCC.[N:16]1[CH:21]=[CH:20][N:19]=[CH:18][CH:17]=1.[CH3:22][C:23]1[C:27]([C:28]2[CH:36]=[C:35]3[C:31](C=[C:33]([O:44][CH2:45][CH3:46])[N:34]3[C:37]([O:39][C:40]([CH3:43])([CH3:42])[CH3:41])=[O:38])=[C:30]([CH:47]=[O:48])[CH:29]=2)=[C:26]([CH3:49])[O:25][N:24]=1, predict the reaction product. The product is: [CH3:22][C:23]1[C:27]([C:28]2[CH:29]=[C:30]([CH:47]([OH:48])[C:17]3[CH:18]=[N:19][CH:20]=[CH:21][N:16]=3)[C:31]3[N:3]=[C:33]([O:44][CH2:45][CH3:46])[N:34]([C:37]([O:39][C:40]([CH3:41])([CH3:42])[CH3:43])=[O:38])[C:35]=3[CH:36]=2)=[C:26]([CH3:49])[O:25][N:24]=1. (2) Given the reactants [CH3:1][C:2]([CH3:13])=[CH:3][CH2:4][N:5]1[CH:9]=[CH:8][C:7]([N+:10]([O-:12])=[O:11])=[N:6]1.S(=O)(=O)(O)[OH:15].O, predict the reaction product. The product is: [CH3:1][C:2]([OH:15])([CH2:3][CH2:4][N:5]1[CH:9]=[CH:8][C:7]([N+:10]([O-:12])=[O:11])=[N:6]1)[CH3:13].